From a dataset of Full USPTO retrosynthesis dataset with 1.9M reactions from patents (1976-2016). Predict the reactants needed to synthesize the given product. The reactants are: [NH2:1][C:2]1([C:7]([OH:9])=[O:8])[CH2:6][CH2:5][O:4][CH2:3]1.S(Cl)([Cl:12])=O. Given the product [ClH:12].[CH2:3]([O:8][C:7]([C:2]1([NH2:1])[CH2:6][CH2:5][O:4][CH2:3]1)=[O:9])[CH:2]([CH3:7])[CH3:6], predict the reactants needed to synthesize it.